Predict the reaction yield, written as a fraction of the theoretical maximum amount of product (1.0 means a 100% yield; for example, 0.34 means a 34% yield). From a dataset of Reaction yield outcomes from USPTO patents with 853,638 reactions. (1) The reactants are [CH3:1][Si:2]([C:5]#[C:6][C:7]1[CH:12]=[CH:11][C:10]([C:13]2[CH:18]=[CH:17][C:16]([C:19]#[C:20][Si:21]([CH3:24])([CH3:23])[CH3:22])=[CH:15][C:14]=2[N+:25]([O-:27])=[O:26])=[C:9]([N+:28]([O-])=O)[CH:8]=1)([CH3:4])[CH3:3].C(O)(=O)C.[K+].[Br-]. The catalyst is [Fe].C1COCC1. The product is [NH2:28][C:9]1[CH:8]=[C:7]([C:6]#[C:5][Si:2]([CH3:3])([CH3:4])[CH3:1])[CH:12]=[CH:11][C:10]=1[C:13]1[CH:18]=[CH:17][C:16]([C:19]#[C:20][Si:21]([CH3:24])([CH3:23])[CH3:22])=[CH:15][C:14]=1[N+:25]([O-:27])=[O:26]. The yield is 0.210. (2) The reactants are [CH2:1]([O:8][C:9]1[CH:15]=[CH:14][C:12]([NH2:13])=[C:11]([CH3:16])[CH:10]=1)[C:2]1[CH:7]=[CH:6][CH:5]=[CH:4][CH:3]=1.N1(CO)C2C=CC=C[C:20]=2N=N1.[BH4-].[Na+].O. The catalyst is CN(C)C=O.CO.C(OCC)(=O)C. The product is [CH3:20][NH:13][C:12]1[CH:14]=[CH:15][C:9]([O:8][CH2:1][C:2]2[CH:3]=[CH:4][CH:5]=[CH:6][CH:7]=2)=[CH:10][C:11]=1[CH3:16]. The yield is 0.625.